This data is from Forward reaction prediction with 1.9M reactions from USPTO patents (1976-2016). The task is: Predict the product of the given reaction. (1) Given the reactants [CH3:1][NH:2][CH3:3].Cl[C:5]1[N:15]=[C:14]([C:16]([F:19])([F:18])[F:17])[CH:13]=[C:12]([CH3:20])[C:6]=1[C:7]([O:9][CH2:10][CH3:11])=[O:8], predict the reaction product. The product is: [CH3:1][N:2]([CH3:3])[C:5]1[N:15]=[C:14]([C:16]([F:19])([F:18])[F:17])[CH:13]=[C:12]([CH3:20])[C:6]=1[C:7]([O:9][CH2:10][CH3:11])=[O:8]. (2) Given the reactants [CH:1]([C:3]1[N:8]=[C:7]([C:9]([O:11][CH2:12][CH3:13])=[O:10])[CH:6]=[CH:5][CH:4]=1)=O.Cl.[NH2:15][CH2:16][C:17]([O:19][C:20]([CH3:23])([CH3:22])[CH3:21])=[O:18].C(O[BH-](OC(=O)C)OC(=O)C)(=O)C.[Na+].C(=O)([O-])O.[Na+], predict the reaction product. The product is: [C:20]([O:19][C:17](=[O:18])[CH2:16][NH:15][CH2:1][C:3]1[N:8]=[C:7]([C:9]([O:11][CH2:12][CH3:13])=[O:10])[CH:6]=[CH:5][CH:4]=1)([CH3:23])([CH3:22])[CH3:21].